Dataset: Full USPTO retrosynthesis dataset with 1.9M reactions from patents (1976-2016). Task: Predict the reactants needed to synthesize the given product. (1) Given the product [F:49][C:2]([F:48])([F:1])[C:3]1[CH:4]=[C:5]([CH:41]=[C:42]([C:44]([F:46])([F:47])[F:45])[CH:43]=1)[C:6]([N:8]1[CH2:12][C@@:11]([CH2:20][CH2:21][N:22]2[CH2:27][CH2:26][C:25]3([C:35]4[C:30](=[CH:31][CH:32]=[CH:33][CH:34]=4)[CH2:29][C@@H:28]3[O:36][CH2:37][C:38]([N:65]([CH2:66][CH2:67][CH2:68][CH2:69][OH:70])[CH3:64])=[O:39])[CH2:24][CH2:23]2)([C:13]2[CH:18]=[CH:17][C:16]([F:19])=[CH:15][CH:14]=2)[O:10][CH2:9]1)=[O:7], predict the reactants needed to synthesize it. The reactants are: [F:1][C:2]([F:49])([F:48])[C:3]1[CH:4]=[C:5]([CH:41]=[C:42]([C:44]([F:47])([F:46])[F:45])[CH:43]=1)[C:6]([N:8]1[CH2:12][C@@:11]([CH2:20][CH2:21][N:22]2[CH2:27][CH2:26][C:25]3([C:35]4[C:30](=[CH:31][CH:32]=[CH:33][CH:34]=4)[CH2:29][C@@H:28]3[O:36][CH2:37][C:38](O)=[O:39])[CH2:24][CH2:23]2)([C:13]2[CH:18]=[CH:17][C:16]([F:19])=[CH:15][CH:14]=2)[O:10][CH2:9]1)=[O:7].C(N(CC)CC)C.C(Cl)(=O)C(C)(C)C.[CH3:64][NH:65][CH2:66][CH2:67][CH2:68][CH2:69][OH:70].C(=O)([O-])O.[Na+]. (2) Given the product [N:8]1([C:6]2[N:7]=[C:2]([C:33]3[CH:34]=[C:29]([C:26](=[O:28])[CH3:27])[CH:30]=[CH:31][CH:32]=3)[CH:3]=[C:4]([NH:14][C:15]3[CH:20]=[CH:19][C:18]([O:21][C:22]([F:25])([F:24])[F:23])=[CH:17][CH:16]=3)[N:5]=2)[CH2:13][CH2:12][O:11][CH2:10][CH2:9]1, predict the reactants needed to synthesize it. The reactants are: Cl[C:2]1[N:7]=[C:6]([N:8]2[CH2:13][CH2:12][O:11][CH2:10][CH2:9]2)[N:5]=[C:4]([NH:14][C:15]2[CH:20]=[CH:19][C:18]([O:21][C:22]([F:25])([F:24])[F:23])=[CH:17][CH:16]=2)[CH:3]=1.[C:26]([C:29]1[CH:30]=[C:31](B(O)O)[CH:32]=[CH:33][CH:34]=1)(=[O:28])[CH3:27].C([O-])([O-])=O.[Na+].[Na+]. (3) Given the product [Cl:1][C:2]1[C:3]([O:18][C:19]2[CH:24]=[CH:23][N:22]=[C:21]([C:25]3[CH:26]=[N:27][N:28]([CH3:30])[CH:29]=3)[CH:20]=2)=[CH:4][C:5]([F:17])=[C:6]([NH:8][C:9]([N:11]2[CH2:15][CH2:14][N:13]([CH2:20][CH2:21][C:25]([O:38][CH3:37])([CH3:26])[CH3:29])[C:12]2=[O:16])=[O:10])[CH:7]=1, predict the reactants needed to synthesize it. The reactants are: [Cl:1][C:2]1[C:3]([O:18][C:19]2[CH:24]=[CH:23][N:22]=[C:21]([C:25]3[CH:26]=[N:27][N:28]([CH3:30])[CH:29]=3)[CH:20]=2)=[CH:4][C:5]([F:17])=[C:6]([NH:8][C:9]([N:11]2[CH2:15][CH2:14][NH:13][C:12]2=[O:16])=[O:10])[CH:7]=1.[H-].[Na+].O.CN([CH:37]=[O:38])C. (4) Given the product [F:16][C:2]([F:1])([F:15])[CH2:3][S:4][C:5]1[N:10]=[CH:9][C:8]([C:11]([OH:13])=[O:12])=[CH:7][CH:6]=1, predict the reactants needed to synthesize it. The reactants are: [F:1][C:2]([F:16])([F:15])[CH2:3][S:4][C:5]1[N:10]=[CH:9][C:8]([C:11]([O:13]C)=[O:12])=[CH:7][CH:6]=1.[OH-].[Na+]. (5) Given the product [CH3:3][N:4]([CH3:22])[CH2:5][CH2:6][N:7]1[CH:16]([OH:17])[C:15]2[CH:18]=[CH:19][CH:20]=[C:13]3[C:14]=2[C:9](=[CH:10][CH:11]=[CH:12]3)[C:8]1=[O:21], predict the reactants needed to synthesize it. The reactants are: [BH4-].[Na+].[CH3:3][N:4]([CH3:22])[CH2:5][CH2:6][N:7]1[C:16](=[O:17])[C:15]2[CH:18]=[CH:19][CH:20]=[C:13]3[C:14]=2[C:9](=[CH:10][CH:11]=[CH:12]3)[C:8]1=[O:21]. (6) Given the product [OH:1][CH:2]([CH:23]=[CH2:24])[CH:3]([NH:9][C:10](=[O:22])[C:11]1[CH:16]=[CH:15][C:14]([F:17])=[CH:13][C:12]=1[C:18]([F:21])([F:20])[F:19])[C:4](=[O:5])[NH:26][CH3:25], predict the reactants needed to synthesize it. The reactants are: [OH:1][CH:2]([CH:23]=[CH2:24])[CH:3]([NH:9][C:10](=[O:22])[C:11]1[CH:16]=[CH:15][C:14]([F:17])=[CH:13][C:12]=1[C:18]([F:21])([F:20])[F:19])[C:4](OCC)=[O:5].[CH3:25][NH2:26]. (7) Given the product [Br:1][C:2]1[CH:3]=[CH:4][CH:5]=[C:6]2[C:11]=1[N:10]=[CH:9][N:8]([CH2:12][CH2:13][O:14][Si:20]([C:16]([CH3:19])([CH3:18])[CH3:17])([CH3:22])[CH3:21])[C:7]2=[O:15], predict the reactants needed to synthesize it. The reactants are: [Br:1][C:2]1[CH:3]=[CH:4][CH:5]=[C:6]2[C:11]=1[N:10]=[CH:9][N:8]([CH2:12][CH2:13][OH:14])[C:7]2=[O:15].[C:16]([Si:20](Cl)([CH3:22])[CH3:21])([CH3:19])([CH3:18])[CH3:17].N1C=CN=C1.